From a dataset of Full USPTO retrosynthesis dataset with 1.9M reactions from patents (1976-2016). Predict the reactants needed to synthesize the given product. (1) Given the product [CH:41]1([NH:44][C:45](=[O:53])[C:46]2[CH:51]=[CH:50][CH:49]=[C:48]([C:2]3[CH:3]=[C:4]4[C:9](=[CH:10][CH:11]=3)[C:8]([N:12]3[CH2:17][CH2:16][O:15][CH2:14][CH2:13]3)=[N:7][N:6]=[CH:5]4)[CH:47]=2)[CH2:42][CH2:43]1, predict the reactants needed to synthesize it. The reactants are: Br[C:2]1[CH:3]=[C:4]2[C:9](=[CH:10][CH:11]=1)[C:8]([N:12]1[CH2:17][CH2:16][O:15][CH2:14][CH2:13]1)=[N:7][N:6]=[CH:5]2.C([O-])(=O)C.[K+].CC1(C)C(C)(C)OB(B2OC(C)(C)C(C)(C)O2)O1.[CH:41]1([NH:44][C:45](=[O:53])[C:46]2[CH:51]=[CH:50][CH:49]=[C:48](I)[CH:47]=2)[CH2:43][CH2:42]1.O. (2) Given the product [O:8]1[C:9]2[C:4](=[CH:3][CH:2]=[CH:11][CH:10]=2)[C:5](=[O:15])[CH:6]=[C:7]1[C:12]([OH:14])=[O:13], predict the reactants needed to synthesize it. The reactants are: O[C:2]1[CH:3]=[C:4]2[C:9](=[CH:10][CH:11]=1)[O:8][C:7]([C:12]([OH:14])=[O:13])=[CH:6][C:5]2=[O:15].OC1C=C2C(C(=O)C=C(C(O)=O)O2)=CC=1.OC1C=CC=C2C=1OC(C(O)=O)=CC2=O.OC1C=C2C(=CC=1O)OC(C(O)=O)=CC2=O.OC1C=C2C(=CC=1OC)OC(C(O)=O)=CC2=O. (3) Given the product [CH:26]1([O:25][C:19]2[C:20]([CH3:24])=[CH:21][CH:22]=[CH:23][C:18]=2[C:17]([NH:16][C:6]2([C:4]([OH:5])=[O:3])[CH2:14][C:13]3[C:8](=[CH:9][CH:10]=[C:11]([F:15])[CH:12]=3)[CH2:7]2)=[O:30])[CH2:27][CH2:28][CH2:29]1, predict the reactants needed to synthesize it. The reactants are: C([O:3][C:4]([C:6]1([NH:16][C:17](=[O:30])[C:18]2[CH:23]=[CH:22][CH:21]=[C:20]([CH3:24])[C:19]=2[O:25][CH:26]2[CH2:29][CH2:28][CH2:27]2)[CH2:14][C:13]2[C:8](=[CH:9][CH:10]=[C:11]([F:15])[CH:12]=2)[CH2:7]1)=[O:5])C.[OH-].[K+].O. (4) The reactants are: F[C:2]1[C:3]([C:8]2[CH:13]=[C:12]([S:14][CH3:15])[N:11]=[C:10]([CH3:16])[N:9]=2)=[N:4][CH:5]=[CH:6][N:7]=1.[NH2:17][C:18]1[CH:19]=[CH:20][C:21]([O:24][CH3:25])=[N:22][CH:23]=1.C(N(C(C)C)C(C)C)C. Given the product [CH3:25][O:24][C:21]1[N:22]=[CH:23][C:18]([NH:17][C:2]2[C:3]([C:8]3[CH:13]=[C:12]([S:14][CH3:15])[N:11]=[C:10]([CH3:16])[N:9]=3)=[N:4][CH:5]=[CH:6][N:7]=2)=[CH:19][CH:20]=1, predict the reactants needed to synthesize it. (5) Given the product [F:37][C:34]([F:36])([CH3:35])[CH2:33][CH2:32][CH2:31][CH2:30][C:27]1[O:28][CH:29]=[C:25]([NH:9][C:10]([C:12]2[N:13]=[C:14]([CH3:24])[O:15][C:16]=2[C:17]2[CH:18]=[C:19]([CH3:23])[CH:20]=[CH:21][CH:22]=2)=[O:11])[N:26]=1, predict the reactants needed to synthesize it. The reactants are: N#N.C(OC(=O)[N:9]([C:25]1[N:26]=[C:27]([CH2:30][CH2:31][CH2:32][CH2:33][C:34]([F:37])([F:36])[CH3:35])[O:28][CH:29]=1)[C:10]([C:12]1[N:13]=[C:14]([CH3:24])[O:15][C:16]=1[C:17]1[CH:18]=[C:19]([CH3:23])[CH:20]=[CH:21][CH:22]=1)=[O:11])(C)(C)C.FC(F)(F)C(O)=O.